From a dataset of Full USPTO retrosynthesis dataset with 1.9M reactions from patents (1976-2016). Predict the reactants needed to synthesize the given product. Given the product [CH:13]1([C:11]2[CH:12]=[C:3]([O:2][CH3:1])[CH:4]=[C:5]3[C:10]=2[C:9](=[O:15])[CH2:8][CH2:7][C:6]3([CH3:17])[CH3:16])[CH2:20][CH2:14]1, predict the reactants needed to synthesize it. The reactants are: [CH3:1][O:2][C:3]1[CH:4]=[C:5]2[C:10](=[C:11]([CH:13]=[CH2:14])[CH:12]=1)[C:9](=[O:15])[CH2:8][CH2:7][C:6]2([CH3:17])[CH3:16].[N+](=[CH2:20])=[N-].C(OCC)(=O)C.